Dataset: Full USPTO retrosynthesis dataset with 1.9M reactions from patents (1976-2016). Task: Predict the reactants needed to synthesize the given product. (1) Given the product [C:31]([O:30][C:28](=[O:29])[C@@H:16]([NH:15][C:13](=[O:14])[C@@H:12]([NH:11][C:9](=[O:10])[C:8]1[CH:7]=[CH:6][C:5]([C:1]([CH3:4])([CH3:3])[CH3:2])=[CH:63][CH:62]=1)[CH2:35][C:36]1[CH:37]=[CH:38][C:39]([C:42]2[N:47]=[CH:46][C:45]([C:48]3[CH:53]=[CH:52][C:51]([O:54][CH2:55][CH2:56][CH2:57][CH2:58][CH2:59][CH2:60][CH3:61])=[CH:50][CH:49]=3)=[CH:44][N:43]=2)=[CH:40][CH:41]=1)[CH2:17][C:18]([OH:20])=[O:19])([CH3:32])([CH3:33])[CH3:34], predict the reactants needed to synthesize it. The reactants are: [C:1]([C:5]1[CH:63]=[CH:62][C:8]([C:9]([NH:11][C@@H:12]([CH2:35][C:36]2[CH:41]=[CH:40][C:39]([C:42]3[N:47]=[CH:46][C:45]([C:48]4[CH:53]=[CH:52][C:51]([O:54][CH2:55][CH2:56][CH2:57][CH2:58][CH2:59][CH2:60][CH3:61])=[CH:50][CH:49]=4)=[CH:44][N:43]=3)=[CH:38][CH:37]=2)[C:13]([NH:15][C@H:16]([C:28]([O:30][C:31]([CH3:34])([CH3:33])[CH3:32])=[O:29])[CH2:17][C:18]([O:20]CC2C=CC=CC=2)=[O:19])=[O:14])=[O:10])=[CH:7][CH:6]=1)([CH3:4])([CH3:3])[CH3:2]. (2) The reactants are: [CH:1]1([NH:4][C:5]([NH:7][C:8]2[CH:13]=[CH:12][C:11]([B:14]3[O:18][C:17]([CH3:20])([CH3:19])[C:16]([CH3:22])([CH3:21])[O:15]3)=[CH:10][CH:9]=2)=[O:6])[CH2:3][CH2:2]1.[CH3:23][N:24]1[CH2:29][CH2:28][N:27]([C:30]2C=CC(N)=[CH:32][CH:31]=2)[CH2:26][CH2:25]1. Given the product [CH3:23][N:24]1[CH2:29][CH2:28][N:27]([C:30]2[CH:3]=[CH:2][C:1]([NH:4][C:5]([NH:7][C:8]3[CH:13]=[CH:12][C:11]([B:14]4[O:18][C:17]([CH3:19])([CH3:20])[C:16]([CH3:21])([CH3:22])[O:15]4)=[CH:10][CH:9]=3)=[O:6])=[CH:32][CH:31]=2)[CH2:26][CH2:25]1, predict the reactants needed to synthesize it. (3) Given the product [CH3:34][N:22]1[CH2:23][CH:24]([O:25][CH2:26][CH2:27][CH2:28][CH2:29][CH2:30][CH2:31][CH2:32][CH3:33])[CH:20]([O:19][CH2:1][CH2:2][CH2:3][CH2:4][CH2:5][CH2:6][CH2:7][CH2:8]/[CH:9]=[CH:10]\[CH2:11]/[CH:12]=[CH:13]\[CH2:14][CH2:15][CH2:16][CH2:17][CH3:18])[CH2:21]1, predict the reactants needed to synthesize it. The reactants are: [CH2:1]([O:19][CH:20]1[CH:24]([O:25][CH2:26][CH2:27][CH2:28][CH2:29][CH2:30][CH2:31][CH2:32][CH3:33])[CH2:23][NH:22][CH2:21]1)[CH2:2][CH2:3][CH2:4][CH2:5][CH2:6][CH2:7][CH2:8]/[CH:9]=[CH:10]\[CH2:11]/[CH:12]=[CH:13]\[CH2:14][CH2:15][CH2:16][CH2:17][CH3:18].[CH2:34]1COCC1.C=O.C([O-])([O-])=O.[K+].[K+].